Dataset: Experimentally validated miRNA-target interactions with 360,000+ pairs, plus equal number of negative samples. Task: Binary Classification. Given a miRNA mature sequence and a target amino acid sequence, predict their likelihood of interaction. (1) The miRNA is hsa-miR-23b-3p with sequence AUCACAUUGCCAGGGAUUACCAC. The protein sequence of the target gene is MTAREHSPRHGARARAMQRASTIDVAADMLGLSLAGNIQDPDEPILEFSLACSELHTPSLDRKPNSFVAVSVTTPPQAFWTKHAQTEIIEGTNNPIFLSSIAFFQDSLINQMTQVKLSVYDVKDRSQGTMYLLGSGTFIVKDLLQDRHHRLHLTLRSAESDRVGNITVIGWQMEEKSDQRPPVTRSVDTVNGRMVLPVDESLTEALGIRSKYASLRKDTLLKSVFGGAICRMYRFPTTDGNHLRILEQMAESVLSLHVPRQFVKLLLEEDAARVCELEELGELSPCWESLRRQIVTQYQT.... Result: 1 (interaction). (2) The miRNA is mmu-miR-26a-5p with sequence UUCAAGUAAUCCAGGAUAGGCU. The protein sequence of the target gene is MDRPVAAAAAASAASCEGAGGPGPGPGASWRPSRVAGGASASSRHPSIETLDSPTGSHVEWCKQLIAATISSQISGSVTSENVSRDYKALRDGNKLAQMEEAPLFPGESIKAIVKDVIYICPFMGAVSGTLTVTDFKMYFKNVERDPHFVLDVPLGVISRVEKIGAQSHGDNSCGIEIVCKDMRNLRLAYKQEEQRKLGIFENLNKHAFPLSNGQVLFAFNYKEKFPVNGWKVYDPVSEYKRQGLPNESWKISKINSNYEFCDTYPAIIVVPTSVKDDDLSKVAAFRAKGRVPVLSWIHP.... Result: 1 (interaction).